Dataset: CYP2C9 inhibition data for predicting drug metabolism from PubChem BioAssay. Task: Regression/Classification. Given a drug SMILES string, predict its absorption, distribution, metabolism, or excretion properties. Task type varies by dataset: regression for continuous measurements (e.g., permeability, clearance, half-life) or binary classification for categorical outcomes (e.g., BBB penetration, CYP inhibition). Dataset: cyp2c9_veith. (1) The result is 0 (non-inhibitor). The compound is CC(=O)N1CCC2(CCCN(Cc3ccc(C#N)cc3)C2)CC1. (2) The drug is Cc1noc(C)c1-c1nc(NCc2ccccc2)c2ccccc2n1. The result is 0 (non-inhibitor). (3) The drug is N#Cc1cccc(NC(=O)N2CCCC3(CCN(C(=O)c4cc(C(F)(F)F)cc(C(F)(F)F)c4)CC3)C2)c1. The result is 0 (non-inhibitor).